This data is from Full USPTO retrosynthesis dataset with 1.9M reactions from patents (1976-2016). The task is: Predict the reactants needed to synthesize the given product. (1) Given the product [CH2:29]([Sn:22]([CH2:18][CH2:19][CH2:20][CH3:21])([CH2:25][CH2:26][CH2:27][CH3:28])[O:14][C:13](=[O:15])[C:12]1[CH:11]=[CH:10][C:9]([C:1](=[O:8])[C:2]2[CH:3]=[CH:4][CH:5]=[CH:6][CH:7]=2)=[CH:17][CH:16]=1)[CH2:30][CH2:31][CH3:32], predict the reactants needed to synthesize it. The reactants are: [C:1]([C:9]1[CH:17]=[CH:16][C:12]([C:13]([OH:15])=[O:14])=[CH:11][CH:10]=1)(=[O:8])[C:2]1[CH:7]=[CH:6][CH:5]=[CH:4][CH:3]=1.[CH2:18]([Sn:22]([CH2:29][CH2:30][CH2:31][CH3:32])([CH2:25][CH2:26][CH2:27][CH3:28])OC)[CH2:19][CH2:20][CH3:21]. (2) Given the product [CH2:45]([NH:49][C:20]([C:17]1[CH:16]=[CH:15][C:14]([C:3]2[CH:4]=[C:5]([C:8]3[O:9][C:10]([CH3:13])=[N:11][N:12]=3)[CH:6]=[CH:7][C:2]=2[CH3:1])=[CH:19][CH:18]=1)=[O:22])[CH:46]([CH3:48])[CH3:47], predict the reactants needed to synthesize it. The reactants are: [CH3:1][C:2]1[CH:7]=[CH:6][C:5]([C:8]2[O:9][C:10]([CH3:13])=[N:11][N:12]=2)=[CH:4][C:3]=1[C:14]1[CH:19]=[CH:18][C:17]([C:20]([OH:22])=O)=[CH:16][CH:15]=1.C1C=CC2N(O)N=NC=2C=1.Cl.CN(C)CCCN=C=NCC.[CH2:45]([NH2:49])[CH:46]([CH3:48])[CH3:47]. (3) Given the product [F:1][C:2]1[CH:3]=[C:4]([C:8]2[C:17]([N:18]([CH:20]([CH3:22])[CH3:21])[CH3:19])=[N:16][C:15]3[C:10](=[CH:11][CH:12]=[C:13]([C:23]([OH:25])=[O:24])[CH:14]=3)[N:9]=2)[CH:5]=[CH:6][CH:7]=1, predict the reactants needed to synthesize it. The reactants are: [F:1][C:2]1[CH:3]=[C:4]([C:8]2[C:17]([N:18]([CH:20]([CH3:22])[CH3:21])[CH3:19])=[N:16][C:15]3[C:10](=[CH:11][CH:12]=[C:13]([C:23]([O:25]C)=[O:24])[CH:14]=3)[N:9]=2)[CH:5]=[CH:6][CH:7]=1.CO.[OH-].[Na+]. (4) Given the product [Cl:34][C:35]1[C:36]2[C:46]([F:47])=[CH:45][CH:44]=[CH:43][C:37]=2[S:38][C:39]=1[C:40]([N:14]([CH2:13][C:12]1[CH:30]=[C:8]([C:6]2[CH:7]=[C:2]([CH3:1])[N:3]=[C:4]([CH3:33])[CH:5]=2)[CH:9]=[CH:10][C:11]=1[O:31][CH3:32])[CH:15]1[CH2:16][CH2:17][CH:18]([N:21]([CH3:29])[C:22](=[O:28])[O:23][C:24]([CH3:27])([CH3:26])[CH3:25])[CH2:19][CH2:20]1)=[O:41], predict the reactants needed to synthesize it. The reactants are: [CH3:1][C:2]1[CH:7]=[C:6]([C:8]2[CH:9]=[CH:10][C:11]([O:31][CH3:32])=[C:12]([CH:30]=2)[CH2:13][NH:14][CH:15]2[CH2:20][CH2:19][CH:18]([N:21]([CH3:29])[C:22](=[O:28])[O:23][C:24]([CH3:27])([CH3:26])[CH3:25])[CH2:17][CH2:16]2)[CH:5]=[C:4]([CH3:33])[N:3]=1.[Cl:34][C:35]1[C:36]2[C:46]([F:47])=[CH:45][CH:44]=[CH:43][C:37]=2[S:38][C:39]=1[C:40](Cl)=[O:41]. (5) Given the product [NH2:19][C:8]1[N:9]([C:11]2[CH:12]=[C:13]([OH:17])[CH:14]=[CH:15][CH:16]=2)[N:10]=[C:6]([C:2]([CH3:5])([CH3:4])[CH3:3])[CH:7]=1, predict the reactants needed to synthesize it. The reactants are: Cl.[C:2]([C:6]1[CH:7]=[C:8]([NH2:19])[N:9]([C:11]2[CH:16]=[CH:15][CH:14]=[C:13]([O:17]C)[CH:12]=2)[N:10]=1)([CH3:5])([CH3:4])[CH3:3].Cl.[NH+]1C=CC=CC=1.O. (6) Given the product [CH2:1]([OH:11])[CH2:2][CH2:3][CH2:4][CH2:5][CH2:6][CH2:7][CH2:8][CH2:9][CH3:10].[CH2:14]([CH:15]([CH2:1][CH2:2][CH2:3][CH2:4][CH3:5])[CH2:16][OH:17])[CH2:13][CH3:12], predict the reactants needed to synthesize it. The reactants are: [CH2:1]([OH:11])[CH2:2][CH2:3][CH2:4][CH2:5][CH2:6][CH2:7][CH2:8][CH2:9][CH3:10].[CH3:12][CH2:13][CH2:14][CH2:15][CH:16]=[O:17]. (7) Given the product [Si:25]([O:24][CH2:23][CH2:22][O:1][CH2:2][C@@H:3]([NH:11][C:12](=[O:18])[O:13][C:14]([CH3:15])([CH3:17])[CH3:16])[CH2:4][C:5]1[CH:10]=[CH:9][CH:8]=[CH:7][CH:6]=1)([C:28]([CH3:31])([CH3:30])[CH3:29])([CH3:27])[CH3:26], predict the reactants needed to synthesize it. The reactants are: [OH:1][CH2:2][C@@H:3]([NH:11][C:12](=[O:18])[O:13][C:14]([CH3:17])([CH3:16])[CH3:15])[CH2:4][C:5]1[CH:10]=[CH:9][CH:8]=[CH:7][CH:6]=1.[H-].[Na+].Br[CH2:22][CH2:23][O:24][Si:25]([C:28]([CH3:31])([CH3:30])[CH3:29])([CH3:27])[CH3:26].[NH4+].[Cl-]. (8) Given the product [CH2:14]1[C:10]2([CH2:15][CH2:16][CH:7]([O:6][C:5]3[CH:17]=[CH:18][C:2]([C:25]4[CH:24]=[CH:23][CH:22]=[C:21]([CH:19]=[O:20])[CH:26]=4)=[CH:3][CH:4]=3)[CH2:8][CH2:9]2)[CH2:11][CH2:12][CH2:13]1, predict the reactants needed to synthesize it. The reactants are: Br[C:2]1[CH:18]=[CH:17][C:5]([O:6][CH:7]2[CH2:16][CH2:15][C:10]3([CH2:14][CH2:13][CH2:12][CH2:11]3)[CH2:9][CH2:8]2)=[CH:4][CH:3]=1.[CH:19]([C:21]1[CH:22]=[C:23](B(O)O)[CH:24]=[CH:25][CH:26]=1)=[O:20].C([O-])([O-])=O.[Na+].[Na+]. (9) Given the product [C:20]([C:24]1[CH:28]=[C:27]([NH:29][C:30]([NH:1][C:2]2[CH:19]=[CH:18][CH:17]=[C:4]([O:5][C:6]3[C:15]4[N:14]=[CH:13][C:12](=[O:16])[NH:11][C:10]=4[N:9]=[CH:8][CH:7]=3)[CH:3]=2)=[O:31])[N:26]([C:32]2[CH:37]=[CH:36][C:35]([CH3:38])=[CH:34][CH:33]=2)[N:25]=1)([CH3:23])([CH3:22])[CH3:21], predict the reactants needed to synthesize it. The reactants are: [NH2:1][C:2]1[CH:3]=[C:4]([CH:17]=[CH:18][CH:19]=1)[O:5][C:6]1[C:15]2[N:14]=[CH:13][C:12](=[O:16])[NH:11][C:10]=2[N:9]=[CH:8][CH:7]=1.[C:20]([C:24]1[CH:28]=[C:27]([N:29]=[C:30]=[O:31])[N:26]([C:32]2[CH:37]=[CH:36][C:35]([CH3:38])=[CH:34][CH:33]=2)[N:25]=1)([CH3:23])([CH3:22])[CH3:21].